Dataset: Forward reaction prediction with 1.9M reactions from USPTO patents (1976-2016). Task: Predict the product of the given reaction. Given the reactants C[Si](C)(C)CCOC[N:7]([CH2:47]OCC[Si](C)(C)C)[C:8]1[N:13]2[N:14]=[CH:15][C:16]([C:17]3[CH:18]=[N:19][C:20]([C:23]4[CH:28]=[CH:27][CH:26]=[CH:25][CH:24]=4)=[CH:21][CH:22]=3)=[C:12]2[N:11]=[C:10]([CH:29]2[CH2:34][CH2:33][N:32](C(OC(C)(C)C)=O)[CH2:31][CH2:30]2)[C:9]=1/[CH:42]=C\OCC.[C:57]([OH:63])([C:59]([F:62])([F:61])[F:60])=[O:58].O, predict the reaction product. The product is: [C:23]1([C:20]2[N:19]=[CH:18][C:17]([C:16]3[CH:15]=[N:14][N:13]4[C:8]5[NH:7][CH:47]=[CH:42][C:9]=5[C:10]([CH:29]5[CH2:34][CH2:33][NH:32][CH2:31][CH2:30]5)=[N:11][C:12]=34)=[CH:22][CH:21]=2)[CH:24]=[CH:25][CH:26]=[CH:27][CH:28]=1.[C:57]([OH:63])([C:59]([F:62])([F:61])[F:60])=[O:58].